From a dataset of Catalyst prediction with 721,799 reactions and 888 catalyst types from USPTO. Predict which catalyst facilitates the given reaction. (1) Reactant: [CH:1]1[CH:9]=[C:8](Cl)[C:7]2[C:3](=[N:4][O:5][N:6]=2)[C:2]=1[N+:11]([O-:13])=[O:12].C([O-])(O)=O.[Na+].[NH2:19][CH2:20][CH2:21][CH2:22][CH2:23][CH2:24][CH2:25][CH2:26][CH2:27][CH2:28][C:29]([OH:31])=[O:30]. Product: [N+:11]([C:2]1[C:3]2[C:7](=[N:6][O:5][N:4]=2)[C:8]([NH:19][CH2:20][CH2:21][CH2:22][CH2:23][CH2:24][CH2:25][CH2:26][CH2:27][CH2:28][C:29]([OH:31])=[O:30])=[CH:9][CH:1]=1)([O-:13])=[O:12]. The catalyst class is: 5. (2) The catalyst class is: 1. Reactant: [C:1]([O:5][C:6]([N:8]1[C@@H:12]([CH2:13][CH2:14][C:15]2[CH:20]=[CH:19][C:18]([NH2:21])=[CH:17][CH:16]=2)[C@H:11]([CH3:22])[O:10][C:9]1([CH3:24])[CH3:23])=[O:7])([CH3:4])([CH3:3])[CH3:2].[CH2:25]([O:27][C:28]1[N:29]=[CH:30][C:31]([C:34](O)=[O:35])=[N:32][CH:33]=1)[CH3:26].CN1CCOCC1.CN(C(ON1N=NC2C=CC=CC1=2)=[N+](C)C)C.[B-](F)(F)(F)F. Product: [C:1]([O:5][C:6]([N:8]1[C@@H:12]([CH2:13][CH2:14][C:15]2[CH:16]=[CH:17][C:18]([NH:21][C:34]([C:31]3[CH:30]=[N:29][C:28]([O:27][CH2:25][CH3:26])=[CH:33][N:32]=3)=[O:35])=[CH:19][CH:20]=2)[C@H:11]([CH3:22])[O:10][C:9]1([CH3:23])[CH3:24])=[O:7])([CH3:4])([CH3:2])[CH3:3].